Dataset: Reaction yield outcomes from USPTO patents with 853,638 reactions. Task: Predict the reaction yield, written as a fraction of the theoretical maximum amount of product (1.0 means a 100% yield; for example, 0.34 means a 34% yield). (1) The reactants are [CH3:1][CH:2]([C:4]1[N:8]=[C:7]([N:9]2[CH2:14][CH2:13][CH:12]([CH2:15][OH:16])[CH2:11][CH2:10]2)[O:6][N:5]=1)[CH3:3].CC(OI1(OC(C)=O)(OC(C)=O)OC(=O)C2C=CC=CC1=2)=O. The catalyst is C(Cl)Cl. The product is [CH3:3][CH:2]([C:4]1[N:8]=[C:7]([N:9]2[CH2:14][CH2:13][CH:12]([CH:15]=[O:16])[CH2:11][CH2:10]2)[O:6][N:5]=1)[CH3:1]. The yield is 0.720. (2) The reactants are [NH2:1][C:2]1[CH:6]=[C:5]([C:7]#[C:8][C:9]([CH3:12])([CH3:11])[CH3:10])[S:4][C:3]=1[C:13]([O:15][CH3:16])=[O:14].C(O)(=O)C.[CH3:21][N:22]1[C:26]([CH:27]=O)=[CH:25][N:24]=[CH:23]1.C(O[BH-](OC(=O)C)OC(=O)C)(=O)C.[Na+].C([O-])(O)=O.[Na+]. The catalyst is ClCCCl. The product is [CH3:10][C:9]([CH3:11])([CH3:12])[C:8]#[C:7][C:5]1[S:4][C:3]([C:13]([O:15][CH3:16])=[O:14])=[C:2]([NH:1][CH2:27][C:26]2[N:22]([CH3:21])[CH:23]=[N:24][CH:25]=2)[CH:6]=1. The yield is 1.00. (3) The reactants are Br[C:2]1[CH:7]=[CH:6][C:5]([CH:8]2[CH2:12][CH2:11][CH:10]([C:13]3[CH:18]=[CH:17][C:16](Br)=[CH:15][CH:14]=3)[N:9]2[C:20]2[CH:25]=[CH:24][C:23]([C:26]([CH3:29])([CH3:28])[CH3:27])=[CH:22][CH:21]=2)=[CH:4][CH:3]=1.[Cu][C:31]#[N:32].[OH-].[NH4+].[CH3:35][N:36](C=O)C. The catalyst is O. The product is [C:26]([C:23]1[CH:24]=[CH:25][C:20]([N:9]2[CH:8]([C:5]3[CH:6]=[CH:7][C:2]([C:35]#[N:36])=[CH:3][CH:4]=3)[CH2:12][CH2:11][CH:10]2[C:13]2[CH:18]=[CH:17][C:16]([C:31]#[N:32])=[CH:15][CH:14]=2)=[CH:21][CH:22]=1)([CH3:28])([CH3:29])[CH3:27]. The yield is 0.780. (4) The reactants are Cl[C:2]1[CH:7]=[CH:6][C:5]([C:8]2[CH:9]=[CH:10][C:11]([NH2:14])=[N:12][CH:13]=2)=[C:4]([F:15])[CH:3]=1.[CH3:16][S:17]([C:20]1[CH:25]=[CH:24][CH:23]=[CH:22][C:21]=1B(O)O)(=[O:19])=[O:18].C1COCC1.[O-]P([O-])([O-])=O.[K+].[K+].[K+]. The catalyst is CCOC(C)=O.[Pd+2]. The product is [F:15][C:4]1[CH:3]=[C:2]([C:21]2[CH:22]=[CH:23][CH:24]=[CH:25][C:20]=2[S:17]([CH3:16])(=[O:19])=[O:18])[CH:7]=[CH:6][C:5]=1[C:8]1[CH:9]=[CH:10][C:11]([NH2:14])=[N:12][CH:13]=1. The yield is 0.290. (5) The reactants are Br[C:2]1[CH:7]=[CH:6][C:5]([N:8]2[CH2:12][CH2:11][C@@H:10]3[CH2:13][N:14]([CH3:16])[CH2:15][C@H:9]23)=[CH:4][CH:3]=1.[C:17]([C:19]1[CH:24]=[CH:23][C:22](B(O)O)=[CH:21][CH:20]=1)#[N:18].C1(P(C2CCCCC2)C2C=CC=CC=2C2C=CC=CC=2)CCCCC1.P([O-])([O-])([O-])=O.[K+].[K+].[K+]. The catalyst is C1(C)C=CC=CC=1.O.C([O-])(=O)C.[Pd+2].C([O-])(=O)C.C(O)(C)C. The product is [CH3:16][N:14]1[CH2:13][C@@H:10]2[C@@H:9]([N:8]([C:5]3[CH:6]=[CH:7][C:2]([C:22]4[CH:23]=[CH:24][C:19]([C:17]#[N:18])=[CH:20][CH:21]=4)=[CH:3][CH:4]=3)[CH2:12][CH2:11]2)[CH2:15]1. The yield is 0.713. (6) The product is [CH2:18]([O:17][C:16]([N:1]1[CH2:6][CH2:5][CH:4]([C:7]([OH:9])=[O:8])[CH2:3][CH2:2]1)=[O:25])[C:19]1[CH:24]=[CH:23][CH:22]=[CH:21][CH:20]=1. The yield is 0.220. The reactants are [NH:1]1[CH2:6][CH2:5][CH:4]([C:7]([OH:9])=[O:8])[CH2:3][CH2:2]1.C([O-])([O-])=O.[Na+].[Na+].[C:16](=O)([O:25]N1C(=O)CCC1=O)[O:17][CH2:18][C:19]1[CH:24]=[CH:23][CH:22]=[CH:21][CH:20]=1. The catalyst is O.CC#N. (7) The reactants are Cl[C:2]1[N:7]=[C:6]([NH:8][CH2:9][C:10]2[CH:15]=[CH:14][C:13]([O:16][CH3:17])=[C:12]([O:18][CH3:19])[CH:11]=2)[N:5]2[N:20]=[C:21]([C:23]3[O:24][CH:25]=[CH:26][CH:27]=3)[N:22]=[C:4]2[CH:3]=1.C([Sn]([CH:41]1[CH2:46][CH:45]=[CH:44][CH2:43][N:42]1[C:47]([O-:49])=[O:48])(CCCC)CCCC)CCC.C(OCC)(=O)C.[F-].[NH4+].[C:58]1([CH3:64])[CH:63]=CC=C[CH:59]=1. No catalyst specified. The product is [C:58]([O:49][C:47]([N:42]1[CH2:43][CH:44]=[C:45]([C:2]2[N:7]=[C:6]([NH:8][CH2:9][C:10]3[CH:15]=[CH:14][C:13]([O:16][CH3:17])=[C:12]([O:18][CH3:19])[CH:11]=3)[N:5]3[N:20]=[C:21]([C:23]4[O:24][CH:25]=[CH:26][CH:27]=4)[N:22]=[C:4]3[CH:3]=2)[CH2:46][CH2:41]1)=[O:48])([CH3:64])([CH3:63])[CH3:59]. The yield is 0.570. (8) The reactants are [CH2:1]([C:4]1[N:12]=[C:11]([O:13][CH3:14])[C:10]([NH:15][C:16]([N:18]2[CH2:23][CH2:22][N:21]([C:24]3[CH:29]=[C:28]([O:30][CH3:31])[CH:27]=[C:26]([O:32][CH3:33])[CH:25]=3)[CH2:20][CH2:19]2)=[O:17])=[CH:9][C:5]=1[C:6](O)=[O:7])[CH2:2][CH3:3].[CH:34]1[C:47]2[C:38](=[N:39][C:40]3[C:45]([C:46]=2[NH:48][C:49]2[CH:50]=[C:51]([NH:57][C:58](=[O:62])[CH:59]([NH2:61])[CH3:60])[CH:52]=[C:53]([CH2:55][OH:56])[CH:54]=2)=[CH:44][CH:43]=[CH:42][CH:41]=3)[CH:37]=[CH:36][CH:35]=1. No catalyst specified. The product is [CH:44]1[C:45]2[C:40](=[N:39][C:38]3[C:47]([C:46]=2[NH:48][C:49]2[CH:50]=[C:51]([NH:57][C:58]([CH:59]([NH:61][C:6]([C:5]4[CH:9]=[C:10]([NH:15][C:16]([N:18]5[CH2:19][CH2:20][N:21]([C:24]6[CH:25]=[C:26]([O:32][CH3:33])[CH:27]=[C:28]([O:30][CH3:31])[CH:29]=6)[CH2:22][CH2:23]5)=[O:17])[C:11]([O:13][CH3:14])=[N:12][C:4]=4[CH2:1][CH2:2][CH3:3])=[O:7])[CH3:60])=[O:62])[CH:52]=[C:53]([CH2:55][OH:56])[CH:54]=2)=[CH:34][CH:35]=[CH:36][CH:37]=3)[CH:41]=[CH:42][CH:43]=1. The yield is 0.412. (9) The reactants are [N+:1]([C:4]1[CH:9]=[CH:8][C:7]([CH2:10][CH2:11][NH:12][C:13](=[O:20])[CH2:14][CH2:15][CH2:16][CH2:17][CH2:18][CH3:19])=[CH:6][CH:5]=1)([O-])=O. The catalyst is [Pd].CO. The product is [NH2:1][C:4]1[CH:5]=[CH:6][C:7]([CH2:10][CH2:11][NH:12][C:13](=[O:20])[CH2:14][CH2:15][CH2:16][CH2:17][CH2:18][CH3:19])=[CH:8][CH:9]=1. The yield is 0.960.